Task: Predict the reaction yield, written as a fraction of the theoretical maximum amount of product (1.0 means a 100% yield; for example, 0.34 means a 34% yield).. Dataset: Reaction yield outcomes from USPTO patents with 853,638 reactions (1) The reactants are [F:1][C:2]1[CH:44]=[CH:43][C:5]([CH2:6][NH:7][C:8](=[O:42])[C:9]2[C:14]([OH:15])=[CH:13][CH:12]=[C:11]([C:16]3[C:17]([N:36]([CH3:41])[S:37]([CH3:40])(=[O:39])=[O:38])=[CH:18][C:19]4[O:23][C:22]([C:24]5[CH:29]=[CH:28][C:27]([F:30])=[CH:26][CH:25]=5)=[C:21]([C:31](=[O:34])[NH:32][CH3:33])[C:20]=4[CH:35]=3)[N:10]=2)=[CH:4][CH:3]=1.CCN(CC)CC.Cl[C:53](Cl)([O:55]C(=O)OC(Cl)(Cl)Cl)Cl. The catalyst is C(Cl)Cl. The product is [F:1][C:2]1[CH:3]=[CH:4][C:5]([CH2:6][N:7]2[C:8](=[O:42])[C:9]3[N:10]=[C:11]([C:16]4[C:17]([N:36]([CH3:41])[S:37]([CH3:40])(=[O:38])=[O:39])=[CH:18][C:19]5[O:23][C:22]([C:24]6[CH:25]=[CH:26][C:27]([F:30])=[CH:28][CH:29]=6)=[C:21]([C:31]([NH:32][CH3:33])=[O:34])[C:20]=5[CH:35]=4)[CH:12]=[CH:13][C:14]=3[O:15][C:53]2=[O:55])=[CH:43][CH:44]=1. The yield is 0.480. (2) The yield is 0.616. The catalyst is C1COCC1. The product is [CH3:11][C:8]1([CH3:12])[O:7][C@@:6]([CH3:13])([CH:4]=[O:5])[CH2:10][O:9]1. The reactants are CON(C)[C:4]([C@@:6]1([CH3:13])[CH2:10][O:9][C:8]([CH3:12])([CH3:11])[O:7]1)=[O:5].[H-].[H-].[H-].[H-].[Li+].[Al+3].[NH4+].[Cl-]. (3) The reactants are COCN[C:5]([C:7]1[C:16]([OH:17])=[CH:15][C:14]2[C:9](=[CH:10][CH:11]=[CH:12][CH:13]=2)[CH:8]=1)=[O:6].[CH3:18][Mg]Br.[Cl-].[NH4+].O. The product is [OH:17][C:16]1[C:7]([C:5](=[O:6])[CH3:18])=[CH:8][C:9]2[C:14]([CH:15]=1)=[CH:13][CH:12]=[CH:11][CH:10]=2. The yield is 0.780. The catalyst is O1CCCC1. (4) The reactants are [F:1][C:2]1[C:7]([N:8]2[C:12](SC3C=CC=C(OC)C=3)=[CH:11][C:10]([C:22]([O:24][CH2:25][CH3:26])=[O:23])=[N:9]2)=[CH:6][CH:5]=[CH:4][N:3]=1.Cl[C:28]1[CH:33]=[CH:32][CH:31]=[C:30](C(OO)=O)[CH:29]=1.[S:38]([O-:42])([O-])(=[O:40])=S.[Na+].[Na+].[C:45](OCC)(=[O:47])C. No catalyst specified. The product is [F:1][C:2]1[C:7]([N:8]2[C:12]([S:38]([C:28]3[CH:33]=[CH:32][CH:31]=[C:30]([O:47][CH3:45])[CH:29]=3)(=[O:42])=[O:40])=[CH:11][C:10]([C:22]([O:24][CH2:25][CH3:26])=[O:23])=[N:9]2)=[CH:6][CH:5]=[CH:4][N:3]=1. The yield is 0.990. (5) The reactants are [H-].[Na+].[C:3]1([OH:13])[C:12]2[C:7](=[CH:8][CH:9]=[CH:10][CH:11]=2)[CH:6]=[CH:5][CH:4]=1.[F:14][C:15]1[CH:20]=[CH:19][C:18]([N+:21]([O-:23])=[O:22])=[C:17](F)[C:16]=1[F:25].Cl. The catalyst is C1COCC1. The product is [F:25][C:16]1[C:15]([F:14])=[CH:20][CH:19]=[C:18]([N+:21]([O-:23])=[O:22])[C:17]=1[O:13][C:3]1[C:12]2[C:7](=[CH:8][CH:9]=[CH:10][CH:11]=2)[CH:6]=[CH:5][CH:4]=1. The yield is 0.694. (6) The reactants are [NH2:1][C:2]1[C:7]([OH:8])=[CH:6][CH:5]=[C:4]([Cl:9])[N:3]=1.C(N(CC)CC)C.[Cl:17][C:18]([F:29])([F:28])[C:19](O[C:19](=[O:20])[C:18]([F:29])([F:28])[Cl:17])=[O:20]. The catalyst is ClCCl. The product is [Cl:17][C:18]([F:29])([F:28])[C:19]([NH:1][C:2]1[C:7]([OH:8])=[CH:6][CH:5]=[C:4]([Cl:9])[N:3]=1)=[O:20]. The yield is 0.590. (7) The reactants are [NH:1]([C:3]1[CH:8]=[CH:7][C:6]([S:9]([NH2:12])(=[O:11])=[O:10])=[C:5]([CH2:13][OH:14])[CH:4]=1)[NH2:2].C(N(CC)CC)C.[CH:22]1([C:28](=O)[CH2:29][C:30]([C:32]2[CH:37]=[CH:36][CH:35]=[CH:34][CH:33]=2)=O)[CH2:27][CH2:26][CH2:25][CH2:24][CH2:23]1.O. The catalyst is C(O)C. The product is [CH:32]1([C:30]2[CH:29]=[C:28]([C:22]3[CH:23]=[CH:24][CH:25]=[CH:26][CH:27]=3)[N:1]([C:3]3[CH:8]=[CH:7][C:6]([S:9]([NH2:12])(=[O:10])=[O:11])=[C:5]([CH2:13][OH:14])[CH:4]=3)[N:2]=2)[CH2:37][CH2:36][CH2:35][CH2:34][CH2:33]1. The yield is 0.160. (8) The yield is 0.0400. The product is [Br:2][C:3]1[CH:4]=[C:5]([C:9]2[N:10]=[C:19]([C:20]([O:22][CH2:23][CH3:24])=[O:21])[C:17]3[CH2:18][C:13]([CH3:12])([CH3:27])[CH2:14][CH2:15][C:16]=3[N:11]=2)[CH:6]=[CH:7][CH:8]=1. The reactants are Cl.[Br:2][C:3]1[CH:4]=[C:5]([C:9](=[NH:11])[NH2:10])[CH:6]=[CH:7][CH:8]=1.[CH3:12][C:13]1([CH3:27])[CH2:18][CH:17]([C:19](=O)[C:20]([O:22][CH2:23][CH3:24])=[O:21])[C:16](=O)[CH2:15][CH2:14]1.[O-]CC.[Na+]. The catalyst is C(O)C. (9) The reactants are S(Cl)([Cl:3])=O.[CH2:5]([O:12][C:13]1[CH:22]=[C:21]2[C:16]([C:17](=O)[CH:18]=[CH:19][NH:20]2)=[CH:15][C:14]=1[C:24]([O:26]C1C=CC=CC=1)=O)[C:6]1[CH:11]=[CH:10][CH:9]=[CH:8][CH:7]=1.C[N:34]([CH3:37])C=O. No catalyst specified. The product is [CH3:37][NH:34][C:24]([C:14]1[CH:15]=[C:16]2[C:21](=[CH:22][C:13]=1[O:12][CH2:5][C:6]1[CH:11]=[CH:10][CH:9]=[CH:8][CH:7]=1)[N:20]=[CH:19][CH:18]=[C:17]2[Cl:3])=[O:26]. The yield is 0.897. (10) The product is [CH3:29][C:28]1[CH:27]=[CH:26][N:25]=[CH:24][C:23]=1[N:12]1[C:13]2[C:9](=[CH:8][C:7]([C:5]3[CH:4]=[N:3][CH:2]=[N:1][CH:6]=3)=[CH:15][CH:14]=2)[CH:10]=[CH:11]1. The catalyst is ClCCl.[Cu]I.[Cu]. The reactants are [N:1]1[CH:6]=[C:5]([C:7]2[CH:8]=[C:9]3[C:13](=[CH:14][CH:15]=2)[NH:12][CH:11]=[CH:10]3)[CH:4]=[N:3][CH:2]=1.C(=O)([O-])[O-].[K+].[K+].Br[C:23]1[CH:24]=[N:25][CH:26]=[CH:27][C:28]=1[CH3:29]. The yield is 0.820.